This data is from Full USPTO retrosynthesis dataset with 1.9M reactions from patents (1976-2016). The task is: Predict the reactants needed to synthesize the given product. Given the product [CH3:1][NH:2][C@@H:3]1[C:8]2=[N:9][CH:10]=[CH:11][CH:12]=[C:7]2[O:6][CH2:5][CH2:4]1, predict the reactants needed to synthesize it. The reactants are: [CH3:1][N:2]([C@H](C1C=CC(OC)=CC=1)C)[C@@H:3]1[C:8]2=[N:9][CH:10]=[CH:11][CH:12]=[C:7]2[O:6][CH2:5][CH2:4]1.FC(F)(F)C(O)=O.